Dataset: Reaction yield outcomes from USPTO patents with 853,638 reactions. Task: Predict the reaction yield, written as a fraction of the theoretical maximum amount of product (1.0 means a 100% yield; for example, 0.34 means a 34% yield). (1) The reactants are [Cl:1][C:2]1[C:7]([NH2:8])=[CH:6][CH:5]=[CH:4][N:3]=1.[CH3:9][C:10]([O:13][C:14](O[C:14]([O:13][C:10]([CH3:12])([CH3:11])[CH3:9])=[O:15])=[O:15])([CH3:12])[CH3:11]. The catalyst is CN(C1C=CN=CC=1)C.C(Cl)Cl. The product is [Cl:1][C:2]1[C:7]([NH:8][C:14](=[O:15])[O:13][C:10]([CH3:12])([CH3:11])[CH3:9])=[CH:6][CH:5]=[CH:4][N:3]=1. The yield is 0.742. (2) The reactants are [Br:1][C:2]1[C:3]([CH3:18])=[C:4]([NH:11]C(=O)C(F)(F)F)[C:5]([N+:8]([O-:10])=[O:9])=[CH:6][CH:7]=1.C(=O)([O-])[O-].[K+].[K+].O.Cl. The catalyst is CO. The product is [Br:1][C:2]1[C:3]([CH3:18])=[C:4]([C:5]([N+:8]([O-:10])=[O:9])=[CH:6][CH:7]=1)[NH2:11]. The yield is 0.620. (3) The reactants are [Cl:1][C:2]1[N:11]=[C:10](Cl)[C:9]2[C:4](=[CH:5][CH:6]=[CH:7][CH:8]=2)[N:3]=1.[NH2:13][C:14]1C=CC=[CH:16][CH:15]=1.C(N(CC)CC)C.C(OC(=O)C)C. The catalyst is C(#N)C.CCCCCC. The product is [Cl:1][C:2]1[N:11]=[C:10]([NH:13][CH2:14][CH2:15][CH3:16])[C:9]2[C:4](=[CH:5][CH:6]=[CH:7][CH:8]=2)[N:3]=1. The yield is 0.550.